From a dataset of Full USPTO retrosynthesis dataset with 1.9M reactions from patents (1976-2016). Predict the reactants needed to synthesize the given product. Given the product [CH:1]1([C:5]2[O:7][C:10]([CH:12]3[CH2:17][CH2:16][NH:15][CH2:14][CH2:13]3)=[N:8][N:9]=2)[CH2:2][CH2:3][CH2:4]1, predict the reactants needed to synthesize it. The reactants are: [CH:1]1([C:5]([OH:7])=O)[CH2:4][CH2:3][CH2:2]1.[NH:8]([C:10]([CH:12]1[CH2:17][CH2:16][N:15](C(OC(C)(C)C)=O)[CH2:14][CH2:13]1)=O)[NH2:9].